From a dataset of Reaction yield outcomes from USPTO patents with 853,638 reactions. Predict the reaction yield, written as a fraction of the theoretical maximum amount of product (1.0 means a 100% yield; for example, 0.34 means a 34% yield). (1) The reactants are [NH:1]1[C:9]2[C:4](=[CH:5][CH:6]=[CH:7][N:8]=2)[CH:3]=[CH:2]1.C1C=C(Cl)C=C(C(OO)=[O:18])C=1. The catalyst is C1COCC1. The product is [NH:1]1[C:9]2=[N+:8]([O-:18])[CH:7]=[CH:6][CH:5]=[C:4]2[CH:3]=[CH:2]1. The yield is 0.340. (2) The reactants are [CH3:1][C:2]1[CH:3]=[C:4]([NH:17][C:18]2[N:23]=[C:22]([C:24]([F:27])([F:26])[F:25])[CH:21]=[CH:20][N:19]=2)[CH:5]=[C:6](B2OC(C)(C)C(C)(C)O2)[CH:7]=1.Br[C:29]1[S:33][C:32]([C:34]2([C:44]#[N:45])[CH2:43][CH2:42][C:37]3([O:41][CH2:40][CH2:39][O:38]3)[CH2:36][CH2:35]2)=[N:31][CH:30]=1.C(=O)([O-])[O-].[Cs+].[Cs+].CC(C1C=C(C(C)C)C(C2C=CC=CC=2P(C2CCCCC2)C2CCCCC2)=C(C(C)C)C=1)C. The catalyst is C1C=CC(/C=C/C(/C=C/C2C=CC=CC=2)=O)=CC=1.C1C=CC(/C=C/C(/C=C/C2C=CC=CC=2)=O)=CC=1.C1C=CC(/C=C/C(/C=C/C2C=CC=CC=2)=O)=CC=1.[Pd].[Pd]. The product is [CH3:1][C:2]1[CH:7]=[C:6]([C:29]2[S:33][C:32]([C:34]3([C:44]#[N:45])[CH2:43][CH2:42][C:37]4([O:41][CH2:40][CH2:39][O:38]4)[CH2:36][CH2:35]3)=[N:31][CH:30]=2)[CH:5]=[C:4]([NH:17][C:18]2[N:23]=[C:22]([C:24]([F:27])([F:25])[F:26])[CH:21]=[CH:20][N:19]=2)[CH:3]=1. The yield is 0.790.